From a dataset of Full USPTO retrosynthesis dataset with 1.9M reactions from patents (1976-2016). Predict the reactants needed to synthesize the given product. (1) Given the product [Si:3]([O:10][CH2:11][C:12]1[C:13]2[N:14]([N:20]=[C:21]([C:23]([F:24])([F:25])[F:26])[CH:22]=2)[C:15]([CH2:18][O:19][CH3:2])=[CH:16][CH:17]=1)([C:6]([CH3:9])([CH3:7])[CH3:8])([CH3:5])[CH3:4], predict the reactants needed to synthesize it. The reactants are: I[CH3:2].[Si:3]([O:10][CH2:11][C:12]1[C:13]2[N:14]([N:20]=[C:21]([C:23]([F:26])([F:25])[F:24])[CH:22]=2)[C:15]([CH2:18][OH:19])=[CH:16][CH:17]=1)([C:6]([CH3:9])([CH3:8])[CH3:7])([CH3:5])[CH3:4]. (2) Given the product [CH3:22][C:21]([N+:23]([O-:25])=[O:24])([CH3:26])[CH2:20][C:17]1[N:3]2[CH:4]=[CH:5][CH:6]=[C:7]([O:8][CH2:9][C:10]3[CH:11]=[CH:12][CH:13]=[CH:14][CH:15]=3)[C:2]2=[N:1][CH:18]=1, predict the reactants needed to synthesize it. The reactants are: [NH2:1][C:2]1[C:7]([O:8][CH2:9][C:10]2[CH:15]=[CH:14][CH:13]=[CH:12][CH:11]=2)=[CH:6][CH:5]=[CH:4][N:3]=1.Br[CH:17]([CH2:20][C:21]([CH3:26])([N+:23]([O-:25])=[O:24])[CH3:22])[CH:18]=O. (3) The reactants are: [Br:1][C:2]1[CH:3]=[N:4][CH:5]=[C:6](F)[CH:7]=1.[CH3:9][NH2:10].C([O-])(O)=O.[Na+]. Given the product [Br:1][C:2]1[CH:7]=[C:6]([NH:10][CH3:9])[CH:5]=[N:4][CH:3]=1, predict the reactants needed to synthesize it. (4) Given the product [O:15]1[C:19]2([CH2:24][CH2:23][O:22][CH2:21][CH:20]2[NH:25][S:11]([CH:9]([CH3:10])[CH3:8])(=[O:13])=[O:12])[O:18][CH2:17][CH2:16]1, predict the reactants needed to synthesize it. The reactants are: C(N(CC)CC)C.[CH3:8][CH:9]([S:11](Cl)(=[O:13])=[O:12])[CH3:10].[O:15]1[C:19]2([CH2:24][CH2:23][O:22][CH2:21][CH:20]2[NH2:25])[O:18][CH2:17][CH2:16]1. (5) Given the product [CH3:29][N:17]1[C:18](=[O:28])[CH:19]=[C:20]([C:22]2[CH:27]=[CH:26][N:25]=[CH:24][N:23]=2)[N:21]=[C:16]1[O:15][C@H:12]1[CH2:13][CH2:14][C@H:9]([C:6]2[CH:7]=[CH:8][C:3]([CH2:2][N:46]3[CH2:47][CH2:48][N:43]([CH3:42])[CH2:44][CH2:45]3)=[CH:4][CH:5]=2)[CH2:10][CH2:11]1, predict the reactants needed to synthesize it. The reactants are: O[CH2:2][C:3]1[CH:8]=[CH:7][C:6]([C@H:9]2[CH2:14][CH2:13][C@H:12]([O:15][C:16]3[N:17]([CH3:29])[C:18](=[O:28])[CH:19]=[C:20]([C:22]4[CH:27]=[CH:26][N:25]=[CH:24][N:23]=4)[N:21]=3)[CH2:11][CH2:10]2)=[CH:5][CH:4]=1.C(N(CC)CC)C.CS(Cl)(=O)=O.[CH3:42][N:43]1[CH2:48][CH2:47][NH:46][CH2:45][CH2:44]1.C(=O)([O-])[O-].[K+].[K+]. (6) Given the product [NH2:28][C:19]1[C:18]2[N:17]=[CH:16][N:15]([CH2:14][CH2:13][CH2:12][CH2:11][NH:10][C:7]([N:1]3[CH2:6][CH2:5][O:4][CH2:3][CH2:2]3)=[O:8])[C:27]=2[C:26]2[CH:25]=[CH:24][CH:23]=[CH:22][C:21]=2[N:20]=1, predict the reactants needed to synthesize it. The reactants are: [N:1]1([C:7](Cl)=[O:8])[CH2:6][CH2:5][O:4][CH2:3][CH2:2]1.[NH2:10][CH2:11][CH2:12][CH2:13][CH2:14][N:15]1[C:27]2[C:26]3[CH:25]=[CH:24][CH:23]=[CH:22][C:21]=3[N:20]=[C:19]([NH2:28])[C:18]=2[N:17]=[CH:16]1. (7) Given the product [CH3:1][N:2]([CH2:4][CH2:5][C:6]1[C:10]2[CH:11]=[C:12]([CH2:15][N:16]3[N:20]=[CH:19][N:18]=[CH:17]3)[CH:13]=[CH:14][C:9]=2[NH:8][CH:7]=1)[CH3:3].[CH:25]1[CH:24]=[CH:23][C:22]([C:21]([OH:29])=[O:28])=[CH:27][CH:26]=1, predict the reactants needed to synthesize it. The reactants are: [CH3:1][N:2]([CH2:4][CH2:5][C:6]1[C:10]2[CH:11]=[C:12]([CH2:15][N:16]3[N:20]=[CH:19][N:18]=[CH:17]3)[CH:13]=[CH:14][C:9]=2[NH:8][CH:7]=1)[CH3:3].[C:21]([OH:29])(=[O:28])[C:22]1[CH:27]=[CH:26][CH:25]=[CH:24][CH:23]=1. (8) Given the product [CH2:41]([N:31]([CH2:30][C:29](=[O:48])[CH2:28][N:18]([CH2:11][C:12]1[CH:13]=[CH:14][CH:15]=[CH:16][CH:17]=1)[C:19]([O:20][CH2:21][C:22]1[S:26][CH:25]=[N:24][CH:23]=1)=[O:27])[C:32](=[O:33])[O:34][CH2:35][C:36]1[S:40][CH:39]=[N:38][CH:37]=1)[C:42]1[CH:43]=[CH:44][CH:45]=[CH:46][CH:47]=1, predict the reactants needed to synthesize it. The reactants are: C(Cl)(=O)C(Cl)=O.CS(C)=O.[CH2:11]([N:18]([CH2:28][CH:29]([OH:48])[CH2:30][N:31]([CH2:41][C:42]1[CH:47]=[CH:46][CH:45]=[CH:44][CH:43]=1)[C:32]([O:34][CH2:35][C:36]1[S:40][CH:39]=[N:38][CH:37]=1)=[O:33])[C:19](=[O:27])[O:20][CH2:21][C:22]1[S:26][CH:25]=[N:24][CH:23]=1)[C:12]1[CH:17]=[CH:16][CH:15]=[CH:14][CH:13]=1.CCN(CC)CC. (9) Given the product [CH:26]([Si:19]([CH:20]([CH3:22])[CH3:21])([CH:23]([CH3:25])[CH3:24])[O:18][CH2:17][CH2:16][CH2:15][C:10]1[CH:11]=[CH:12][CH:13]=[C:14]2[C:9]=1[NH:8][CH:7]=[C:6]2[C:4]1[C:3](=[O:2])[NH:46][C:44](=[O:45])[C:43]=1[C:41]1[C:36]2=[C:35]3[C:40](=[CH:39][CH:38]=[CH:37]2)[C:31]([CH3:47])([CH3:30])[CH2:32][CH2:33][N:34]3[CH:42]=1)([CH3:27])[CH3:28], predict the reactants needed to synthesize it. The reactants are: C[O:2][C:3](=O)[C:4]([C:6]1[C:14]2[C:9](=[C:10]([CH2:15][CH2:16][CH2:17][O:18][Si:19]([CH:26]([CH3:28])[CH3:27])([CH:23]([CH3:25])[CH3:24])[CH:20]([CH3:22])[CH3:21])[CH:11]=[CH:12][CH:13]=2)[NH:8][CH:7]=1)=O.[CH3:30][C:31]1([CH3:47])[C:40]2[C:35]3=[C:36]([C:41]([CH2:43][C:44]([NH2:46])=[O:45])=[CH:42][N:34]3[CH2:33][CH2:32]1)[CH:37]=[CH:38][CH:39]=2. (10) Given the product [OH:1][CH2:2][CH2:3][NH:4][S:5]([C:8]1[CH:13]=[CH:12][C:11]([C:18]2[CH:19]=[CH:20][C:21]([O:24][CH2:25][CH:26]3[CH2:27][CH2:28][N:29]([C:32]([O:34][CH:35]([CH3:37])[CH3:36])=[O:33])[CH2:30][CH2:31]3)=[CH:22][CH:23]=2)=[CH:10][CH:9]=1)(=[O:7])=[O:6], predict the reactants needed to synthesize it. The reactants are: [OH:1][CH2:2][CH2:3][NH:4][S:5]([C:8]1[CH:13]=[CH:12][C:11](B(O)O)=[CH:10][CH:9]=1)(=[O:7])=[O:6].Br[C:18]1[CH:23]=[CH:22][C:21]([O:24][CH2:25][CH:26]2[CH2:31][CH2:30][N:29]([C:32]([O:34][CH:35]([CH3:37])[CH3:36])=[O:33])[CH2:28][CH2:27]2)=[CH:20][CH:19]=1.C([O-])([O-])=O.[Na+].[Na+].